Dataset: NCI-60 drug combinations with 297,098 pairs across 59 cell lines. Task: Regression. Given two drug SMILES strings and cell line genomic features, predict the synergy score measuring deviation from expected non-interaction effect. (1) Drug 2: CNC(=O)C1=NC=CC(=C1)OC2=CC=C(C=C2)NC(=O)NC3=CC(=C(C=C3)Cl)C(F)(F)F. Drug 1: C1C(C(OC1N2C=C(C(=O)NC2=O)F)CO)O. Synergy scores: CSS=5.86, Synergy_ZIP=-1.27, Synergy_Bliss=3.21, Synergy_Loewe=-7.14, Synergy_HSA=0.184. Cell line: 786-0. (2) Drug 1: C#CCC(CC1=CN=C2C(=N1)C(=NC(=N2)N)N)C3=CC=C(C=C3)C(=O)NC(CCC(=O)O)C(=O)O. Drug 2: C1CN(CCN1C(=O)CCBr)C(=O)CCBr. Cell line: MALME-3M. Synergy scores: CSS=13.3, Synergy_ZIP=1.55, Synergy_Bliss=5.61, Synergy_Loewe=-6.46, Synergy_HSA=2.33.